From a dataset of Forward reaction prediction with 1.9M reactions from USPTO patents (1976-2016). Predict the product of the given reaction. (1) Given the reactants [BH4-].[Na+].C(OC(=O)[C:7]([CH:9]1[CH2:13][CH2:12][O:11][CH:10]1[O:14][CH2:15]C)=[O:8])C.[Cl-].[NH4+].C(N(CC)CC)C, predict the reaction product. The product is: [O:14]1[CH:10]2[O:11][CH2:12][CH2:13][CH:9]2[CH:7]([OH:8])[CH2:15]1. (2) Given the reactants [CH3:1][N:2]1[C:10]2[C:9]3([CH3:14])[C:11]([CH3:13])([CH3:12])[CH:6]([CH2:7][CH2:8]3)[C:5]=2[C:4]([CH:15]=[O:16])=[N:3]1.[Br:17][C@H:18]1[C:24](=[O:25])[N:23]2[C@@H:19]1[S:20][CH:21]=[C:22]2[C:26]([O:28][CH2:29][C:30]1[CH:35]=[CH:34][C:33]([N+:36]([O-:38])=[O:37])=[CH:32][CH:31]=1)=[O:27].[CH3:39][CH2:40][O:41]CC.[Mg+2].[Br-].[Br-].CCN(CC)CC.[Al].C(OC(=O)C)(=O)C, predict the reaction product. The product is: [C:40]([O:16][CH:15]([C:4]1[C:5]2[CH:6]3[C:11]([CH3:13])([CH3:12])[C:9]([CH3:14])([CH2:8][CH2:7]3)[C:10]=2[N:2]([CH3:1])[N:3]=1)[C:18]1([Br:17])[C:24](=[O:25])[N:23]2[C@@H:19]1[S:20][CH:21]=[C:22]2[C:26]([O:28][CH2:29][C:30]1[CH:35]=[CH:34][C:33]([N+:36]([O-:38])=[O:37])=[CH:32][CH:31]=1)=[O:27])(=[O:41])[CH3:39]. (3) Given the reactants [CH:1]1([S:4]([O-:6])=[O:5])[CH2:3][CH2:2]1.[Na+].[Cl:8][C:9]1[N:14]=[C:13]([N:15]2[CH2:20][CH2:19][O:18][CH2:17][C@H:16]2[CH3:21])[CH:12]=[C:11]([CH2:22]I)[N:10]=1, predict the reaction product. The product is: [Cl:8][C:9]1[N:14]=[C:13]([N:15]2[CH2:20][CH2:19][O:18][CH2:17][C@H:16]2[CH3:21])[CH:12]=[C:11]([CH2:22][S:4]([CH:1]2[CH2:3][CH2:2]2)(=[O:6])=[O:5])[N:10]=1. (4) The product is: [CH:14]1([CH2:13][N:12]2[C:11]3[CH:20]=[C:21]([F:25])[C:22]([F:24])=[CH:23][C:10]=3[N:9]=[C:8]2[C:7]2[C:2]([O:35][CH2:34][C:31]3[CH:32]=[CH:33][C:28]([O:27][CH3:26])=[CH:29][CH:30]=3)=[N:3][CH:4]=[CH:5][CH:6]=2)[CH2:19][CH2:18][CH2:17][CH2:16][CH2:15]1. Given the reactants Cl[C:2]1[C:7]([C:8]2[N:12]([CH2:13][CH:14]3[CH2:19][CH2:18][CH2:17][CH2:16][CH2:15]3)[C:11]3[CH:20]=[C:21]([F:25])[C:22]([F:24])=[CH:23][C:10]=3[N:9]=2)=[CH:6][CH:5]=[CH:4][N:3]=1.[CH3:26][O:27][C:28]1[CH:33]=[CH:32][C:31]([CH2:34][OH:35])=[CH:30][CH:29]=1, predict the reaction product. (5) Given the reactants Cl[CH2:2][CH2:3]NC(NC1C2C(=C(F)C=CC=2)CC1)=O.[CH:18]1([C:27]([NH2:29])=[O:28])[C:26]2[C:21](=[CH:22][CH:23]=[CH:24][CH:25]=2)[CH2:20][CH2:19]1, predict the reaction product. The product is: [CH:18]1([CH:27]2[NH:29][CH2:3][CH2:2][O:28]2)[C:26]2[C:21](=[CH:22][CH:23]=[CH:24][CH:25]=2)[CH2:20][CH2:19]1. (6) Given the reactants [CH3:1][O:2][C:3](=[O:7])[C@H:4]([OH:6])[CH3:5].C(N(CC)CC)C.[Si:15](Cl)([C:28]([CH3:31])([CH3:30])[CH3:29])([C:22]1[CH:27]=[CH:26][CH:25]=[CH:24][CH:23]=1)[C:16]1[CH:21]=[CH:20][CH:19]=[CH:18][CH:17]=1, predict the reaction product. The product is: [Si:15]([O:6][C@H:4]([CH3:5])[C:3]([O:2][CH3:1])=[O:7])([C:28]([CH3:31])([CH3:30])[CH3:29])([C:22]1[CH:23]=[CH:24][CH:25]=[CH:26][CH:27]=1)[C:16]1[CH:21]=[CH:20][CH:19]=[CH:18][CH:17]=1. (7) Given the reactants [Cl:1][C:2]1[CH:9]=[CH:8][C:5]([CH:6]=O)=[C:4]([N+]([O-])=O)[CH:3]=1.C(=O)([O-])[O-].[K+].[K+].[C:19]([O:23][CH3:24])(=[O:22])[CH2:20][SH:21], predict the reaction product. The product is: [CH3:24][O:23][C:19]([C:20]1[S:21][C:4]2[CH:3]=[C:2]([Cl:1])[CH:9]=[CH:8][C:5]=2[CH:6]=1)=[O:22]. (8) Given the reactants [CH:1](/[C:4]1[N:9]=[CH:8][C:7]([C:10]2[CH2:15][CH2:14][N:13]([C:16]([O:18][C:19]([CH3:22])([CH3:21])[CH3:20])=[O:17])[CH2:12][CH:11]=2)=[CH:6][CH:5]=1)=[CH:2]\[CH3:3].[H][H], predict the reaction product. The product is: [CH2:1]([C:4]1[N:9]=[CH:8][C:7]([CH:10]2[CH2:15][CH2:14][N:13]([C:16]([O:18][C:19]([CH3:20])([CH3:22])[CH3:21])=[O:17])[CH2:12][CH2:11]2)=[CH:6][CH:5]=1)[CH2:2][CH3:3].